Dataset: Catalyst prediction with 721,799 reactions and 888 catalyst types from USPTO. Task: Predict which catalyst facilitates the given reaction. (1) Reactant: [F:1][C:2]1[CH:3]=[C:4]([C:9]([C@H:11]2[CH2:16][CH2:15][CH2:14][CH2:13][C@H:12]2[C:17]([OH:19])=[O:18])=[O:10])[CH:5]=[C:6]([F:8])[CH:7]=1. Product: [F:1][C:2]1[CH:3]=[C:4]([C:9]([C@@H:11]2[CH2:16][CH2:15][CH2:14][CH2:13][C@@H:12]2[C:17]([OH:19])=[O:18])=[O:10])[CH:5]=[C:6]([F:8])[CH:7]=1.[C@@H:11]12[C:9](=[O:10])[O:19][C:17](=[O:18])[C@@H:12]1[CH2:13][CH2:14][CH2:15][CH2:16]2. The catalyst class is: 74. (2) Reactant: [NH2:1][C:2]1[N:6]=[CH:5][NH:4][N:3]=1.C([O:9][C:10](=O)[CH:11]([C:17]1[CH:22]=[C:21]([F:23])[CH:20]=[C:19]([F:24])[C:18]=1[F:25])[C:12](OCC)=[O:13])C.C(N(CCCC)CCCC)CCC. The catalyst class is: 74. Product: [OH:9][C:10]1[C:11]([C:17]2[CH:22]=[C:21]([F:23])[CH:20]=[C:19]([F:24])[C:18]=2[F:25])=[C:12]([OH:13])[N:3]2[N:4]=[CH:5][N:6]=[C:2]2[N:1]=1. (3) Reactant: [ClH:1].Cl.[CH2:3]([C:7]1[N:8]=[N:9][C:10]([O:26][CH:27]2[CH2:32][CH2:31][NH:30][CH2:29][CH2:28]2)=[CH:11][C:12]=1[C:13]1[CH:18]=[CH:17][C:16]([O:19][CH:20]2[CH2:25][CH2:24][CH2:23][CH2:22][CH2:21]2)=[CH:15][CH:14]=1)[CH2:4][CH2:5][CH3:6].[C:33]([O:37][CH2:38][CH3:39])(=[O:36])[CH:34]=[CH2:35].CCN(C(C)C)C(C)C.Cl. Product: [ClH:1].[ClH:1].[CH2:38]([O:37][C:33](=[O:36])[CH2:34][CH2:35][N:30]1[CH2:31][CH2:32][CH:27]([O:26][C:10]2[N:9]=[N:8][C:7]([CH2:3][CH2:4][CH2:5][CH3:6])=[C:12]([C:13]3[CH:14]=[CH:15][C:16]([O:19][CH:20]4[CH2:25][CH2:24][CH2:23][CH2:22][CH2:21]4)=[CH:17][CH:18]=3)[CH:11]=2)[CH2:28][CH2:29]1)[CH3:39]. The catalyst class is: 158. (4) Reactant: [NH2:1][C@H:2]1[CH2:7][CH2:6][C@H:5]([NH:8][C:9](=[O:15])[O:10][C:11]([CH3:14])([CH3:13])[CH3:12])[CH2:4][CH2:3]1.Br[CH2:17][CH2:18][O:19][CH2:20][CH2:21]Br.C(N(CC)CC)C. Product: [N:1]1([C@H:2]2[CH2:7][CH2:6][C@H:5]([NH:8][C:9](=[O:15])[O:10][C:11]([CH3:12])([CH3:14])[CH3:13])[CH2:4][CH2:3]2)[CH2:21][CH2:20][O:19][CH2:18][CH2:17]1. The catalyst class is: 9. (5) Reactant: [C:1](=[O:4])([O-])[O-].[NH4+:5].[NH4+:6].[C-]#N.[K+].[CH3:10][C:11]([C:13]1[CH:18]=[CH:17][CH:16]=[C:15]([Br:19])[CH:14]=1)=O.C[CH2:21][OH:22].O. Product: [Br:19][C:15]1[CH:14]=[C:13]([C:11]2([CH3:10])[NH:6][C:21](=[O:22])[NH:5][C:1]2=[O:4])[CH:18]=[CH:17][CH:16]=1. The catalyst class is: 6. (6) Reactant: Br[C:2]1[C:7](=[O:8])[N:6]([CH2:9][C:10]2[CH:15]=[CH:14][C:13]([C:16]3[C:17]([C:22]#[N:23])=[CH:18][CH:19]=[CH:20][CH:21]=3)=[CH:12][CH:11]=2)[C:5]([CH2:24][CH2:25][CH3:26])=[N:4][C:3]=1[CH2:27][CH3:28].[F:29][C:30]1[CH:35]=[CH:34][C:33]([F:36])=[CH:32][C:31]=1[OH:37].[OH-].[K+].CS(C)=O. Product: [F:29][C:30]1[CH:35]=[CH:34][C:33]([F:36])=[CH:32][C:31]=1[O:37][C:2]1[C:7](=[O:8])[N:6]([CH2:9][C:10]2[CH:15]=[CH:14][C:13]([C:16]3[C:17]([C:22]#[N:23])=[CH:18][CH:19]=[CH:20][CH:21]=3)=[CH:12][CH:11]=2)[C:5]([CH2:24][CH2:25][CH3:26])=[N:4][C:3]=1[CH2:27][CH3:28]. The catalyst class is: 13. (7) Reactant: S(Cl)([Cl:3])=O.O[C:6]1[C:11]([C:12]([O:14][CH2:15][CH3:16])=[O:13])=[CH:10][N:9]=[C:8]([C:17]2[CH:22]=[CH:21][CH:20]=[CH:19][CH:18]=2)[N:7]=1.C(=O)([O-])[O-].[K+].[K+]. Product: [Cl:3][C:6]1[C:11]([C:12]([O:14][CH2:15][CH3:16])=[O:13])=[CH:10][N:9]=[C:8]([C:17]2[CH:22]=[CH:21][CH:20]=[CH:19][CH:18]=2)[N:7]=1. The catalyst class is: 3. (8) Reactant: Br.Br.[O:3]1[C:7]2[CH:8]=[CH:9][CH:10]=[CH:11][C:6]=2[N:5]=[C:4]1[NH:12][CH:13]1[CH2:18][CH2:17][NH:16][CH2:15][CH2:14]1.[CH3:19][C:20]1[N:24]=[C:23]([C:25]2[CH:30]=[CH:29][CH:28]=[CH:27][CH:26]=2)[NH:22][C:21]=1[CH:31]=O.C(O)(=O)C.C([BH3-])#N.[Na+]. Product: [O:3]1[C:7]2[CH:8]=[CH:9][CH:10]=[CH:11][C:6]=2[N:5]=[C:4]1[NH:12][CH:13]1[CH2:18][CH2:17][N:16]([CH2:19][C:20]2[N:24]=[C:23]([C:25]3[CH:30]=[CH:29][CH:28]=[CH:27][CH:26]=3)[NH:22][C:21]=2[CH3:31])[CH2:15][CH2:14]1. The catalyst class is: 8. (9) Reactant: C([O:5][C:6](=[O:35])[C:7]([CH3:34])([S:9][C:10]1[S:11][CH:12]=[C:13]([CH2:15][O:16][CH2:17][C:18]2[CH:23]=[CH:22][C:21]([C:24]3[CH:29]=[CH:28][C:27]([C:30]([F:33])([F:32])[F:31])=[CH:26][CH:25]=3)=[CH:20][CH:19]=2)[N:14]=1)[CH3:8])(C)(C)C.FC(F)(F)C(O)=O. Product: [CH3:34][C:7]([S:9][C:10]1[S:11][CH:12]=[C:13]([CH2:15][O:16][CH2:17][C:18]2[CH:23]=[CH:22][C:21]([C:24]3[CH:25]=[CH:26][C:27]([C:30]([F:32])([F:33])[F:31])=[CH:28][CH:29]=3)=[CH:20][CH:19]=2)[N:14]=1)([CH3:8])[C:6]([OH:35])=[O:5]. The catalyst class is: 4.